Dataset: Forward reaction prediction with 1.9M reactions from USPTO patents (1976-2016). Task: Predict the product of the given reaction. (1) Given the reactants [CH2:1](Br)[C:2]1[CH:7]=[CH:6][CH:5]=[CH:4][CH:3]=1.[NH:9]([CH2:13][CH2:14][OH:15])[CH2:10][CH2:11][OH:12].C(=O)([O-])[O-].[K+].[K+], predict the reaction product. The product is: [OH:12][CH2:11][CH2:10][N:9]([CH2:13][CH2:14][OH:15])[CH2:1][C:2]1[CH:7]=[CH:6][CH:5]=[CH:4][CH:3]=1. (2) Given the reactants [F:1][C:2]1[CH:3]=[CH:4][C:5]2[N:9]=[C:8]([CH2:10][N:11]([CH3:25])[S:12]([C:15]3[C:20]([CH3:21])=[CH:19][C:18]([O:22][CH3:23])=[CH:17][C:16]=3[CH3:24])(=[O:14])=[O:13])[NH:7][C:6]=2[C:26]=1[C:27]([O:29]CC)=[O:28].[Li+].[OH-], predict the reaction product. The product is: [F:1][C:2]1[CH:3]=[CH:4][C:5]2[N:9]=[C:8]([CH2:10][N:11]([CH3:25])[S:12]([C:15]3[C:20]([CH3:21])=[CH:19][C:18]([O:22][CH3:23])=[CH:17][C:16]=3[CH3:24])(=[O:14])=[O:13])[NH:7][C:6]=2[C:26]=1[C:27]([OH:29])=[O:28]. (3) Given the reactants ClC1C=CC(CC2C(=O)OC(C)(C)OC2=O)=CC=1.BrC1C=C2C(=CC=1)N=C(Cl)C(CC1C=CC(Cl)=CC=1)=C2Cl.[CH3:40][O:41][C:42]1[CH:58]=[CH:57][C:45]([CH2:46][CH:47]2[C:52](=[O:53])[O:51]C(C)(C)[O:49][C:48]2=[O:56])=[CH:44][CH:43]=1, predict the reaction product. The product is: [CH3:40][O:41][C:42]1[CH:43]=[CH:44][C:45]([CH2:46][CH:47]([C:48]([OH:56])=[O:49])[C:52]([OH:53])=[O:51])=[CH:57][CH:58]=1. (4) Given the reactants Cl.[C:2]12([CH2:12][NH:13][C:14]([C:16]3[C:17]4[N:18]([N:22]=[C:23](CC#N)[CH:24]=4)[CH:19]=[CH:20][CH:21]=3)=[O:15])[CH2:11][CH:6]3[CH2:7][CH:8]([CH2:10][CH:4]([CH2:5]3)[CH2:3]1)[CH2:9]2.[CH3:28][C:29]([OH:31])=[O:30], predict the reaction product. The product is: [C:2]12([CH2:12][NH:13][C:14]([C:16]3[C:17]4[N:18]([N:22]=[C:23]([CH2:28][C:29]([OH:31])=[O:30])[CH:24]=4)[CH:19]=[CH:20][CH:21]=3)=[O:15])[CH2:11][CH:6]3[CH2:5][CH:4]([CH2:10][CH:8]([CH2:7]3)[CH2:9]1)[CH2:3]2. (5) Given the reactants C([N:8]([S:16]([CH2:19][CH2:20][CH2:21][N:22]([CH3:27])[CH2:23][CH2:24][NH:25][CH3:26])(=[O:18])=[O:17])[C:9](=[O:15])[O:10][C:11]([CH3:14])([CH3:13])[CH3:12])C1C=CC=CC=1, predict the reaction product. The product is: [C:11]([O:10][C:9](=[O:15])[NH:8][S:16]([CH2:19][CH2:20][CH2:21][N:22]([CH3:27])[CH2:23][CH2:24][NH:25][CH3:26])(=[O:17])=[O:18])([CH3:14])([CH3:13])[CH3:12].